From a dataset of Catalyst prediction with 721,799 reactions and 888 catalyst types from USPTO. Predict which catalyst facilitates the given reaction. (1) Reactant: [C:1]([NH:5][C@@H:6]1[CH2:11][CH2:10][C@H:9]([NH:12][C:13](=[O:26])[CH2:14][NH:15]C(=O)OCC2C=CC=CC=2)[C@H:8]([CH2:27][OH:28])[CH2:7]1)([CH3:4])([CH3:3])[CH3:2]. Product: [NH2:15][CH2:14][C:13]([NH:12][C@H:9]1[CH2:10][CH2:11][C@@H:6]([NH:5][C:1]([CH3:2])([CH3:3])[CH3:4])[CH2:7][C@H:8]1[CH2:27][OH:28])=[O:26]. The catalyst class is: 19. (2) Reactant: C[O:2][C:3]([C:5]1[CH:6]=[C:7]2[C:20](=[CH:21][CH:22]=1)[C@@H:19]1[C@H:10]([C@H:11]3[C@@:15]([CH2:17][CH2:18]1)([CH3:16])[C:14]([F:24])([F:23])[CH2:13][C@H:12]3[CH2:25][CH2:26][C:27]([NH:29][C:30]1[S:31][C:32]([CH3:35])=[CH:33][N:34]=1)=[O:28])[CH2:9][CH2:8]2)=[O:4].[Li+].[OH-].CO.C1COCC1. Product: [F:24][C:14]1([F:23])[CH2:13][C@@H:12]([CH2:25][CH2:26][C:27]([NH:29][C:30]2[S:31][C:32]([CH3:35])=[CH:33][N:34]=2)=[O:28])[C@H:11]2[C@H:10]3[C@H:19]([CH2:18][CH2:17][C@:15]12[CH3:16])[C:20]1[C:7](=[CH:6][C:5]([C:3]([OH:4])=[O:2])=[CH:22][CH:21]=1)[CH2:8][CH2:9]3. The catalyst class is: 6.